From a dataset of Merck oncology drug combination screen with 23,052 pairs across 39 cell lines. Regression. Given two drug SMILES strings and cell line genomic features, predict the synergy score measuring deviation from expected non-interaction effect. (1) Drug 1: O=C(CCCCCCC(=O)Nc1ccccc1)NO. Drug 2: C=CCn1c(=O)c2cnc(Nc3ccc(N4CCN(C)CC4)cc3)nc2n1-c1cccc(C(C)(C)O)n1. Cell line: NCIH2122. Synergy scores: synergy=-0.608. (2) Drug 1: CC(=O)OC1C(=O)C2(C)C(O)CC3OCC3(OC(C)=O)C2C(OC(=O)c2ccccc2)C2(O)CC(OC(=O)C(O)C(NC(=O)c3ccccc3)c3ccccc3)C(C)=C1C2(C)C. Drug 2: CCN(CC)CCNC(=O)c1c(C)[nH]c(C=C2C(=O)Nc3ccc(F)cc32)c1C. Cell line: A375. Synergy scores: synergy=22.0. (3) Drug 1: O=C(O)C1(Cc2cccc(Nc3nccs3)n2)CCC(Oc2cccc(Cl)c2F)CC1. Drug 2: CC1(c2nc3c(C(N)=O)cccc3[nH]2)CCCN1. Cell line: HT144. Synergy scores: synergy=17.2. (4) Drug 1: Nc1ccn(C2OC(CO)C(O)C2(F)F)c(=O)n1. Drug 2: CC(C)CC(NC(=O)C(Cc1ccccc1)NC(=O)c1cnccn1)B(O)O. Cell line: EFM192B. Synergy scores: synergy=-9.79. (5) Drug 1: CN1C(=O)C=CC2(C)C3CCC4(C)C(NC(=O)OCC(F)(F)F)CCC4C3CCC12. Drug 2: CC(=O)OC1C(=O)C2(C)C(O)CC3OCC3(OC(C)=O)C2C(OC(=O)c2ccccc2)C2(O)CC(OC(=O)C(O)C(NC(=O)c3ccccc3)c3ccccc3)C(C)=C1C2(C)C. Cell line: VCAP. Synergy scores: synergy=39.9. (6) Drug 1: N#Cc1ccc(Cn2cncc2CN2CCN(c3cccc(Cl)c3)C(=O)C2)cc1. Drug 2: CC(C)CC(NC(=O)C(Cc1ccccc1)NC(=O)c1cnccn1)B(O)O. Cell line: SKMES1. Synergy scores: synergy=-13.4. (7) Drug 1: Cn1nnc2c(C(N)=O)ncn2c1=O. Drug 2: Cn1cc(-c2cnn3c(N)c(Br)c(C4CCCNC4)nc23)cn1. Cell line: HT144. Synergy scores: synergy=0.564. (8) Drug 1: CC(=O)OC1C(=O)C2(C)C(O)CC3OCC3(OC(C)=O)C2C(OC(=O)c2ccccc2)C2(O)CC(OC(=O)C(O)C(NC(=O)c3ccccc3)c3ccccc3)C(C)=C1C2(C)C. Drug 2: O=C(NOCC(O)CO)c1ccc(F)c(F)c1Nc1ccc(I)cc1F. Cell line: SKMEL30. Synergy scores: synergy=13.9. (9) Drug 2: CCc1cnn2c(NCc3ccc[n+]([O-])c3)cc(N3CCCCC3CCO)nc12. Synergy scores: synergy=4.85. Cell line: VCAP. Drug 1: N#Cc1ccc(Cn2cncc2CN2CCN(c3cccc(Cl)c3)C(=O)C2)cc1. (10) Drug 1: COC1=C2CC(C)CC(OC)C(O)C(C)C=C(C)C(OC(N)=O)C(OC)C=CC=C(C)C(=O)NC(=CC1=O)C2=O. Drug 2: Cn1cc(-c2cnn3c(N)c(Br)c(C4CCCNC4)nc23)cn1. Cell line: RKO. Synergy scores: synergy=32.1.